This data is from Forward reaction prediction with 1.9M reactions from USPTO patents (1976-2016). The task is: Predict the product of the given reaction. Given the reactants [Cl:1][C:2]1[N:7]=[C:6]([NH:8][C:9]2[CH:18]=[CH:17][CH:16]=[CH:15][C:10]=2[C:11]([NH:13][CH3:14])=[O:12])[C:5]([C:19]([F:22])([F:21])[F:20])=[CH:4][N:3]=1.[Br:23]N1C(=O)CCC1=O.O, predict the reaction product. The product is: [Br:23][C:16]1[CH:17]=[CH:18][C:9]([NH:8][C:6]2[C:5]([C:19]([F:22])([F:20])[F:21])=[CH:4][N:3]=[C:2]([Cl:1])[N:7]=2)=[C:10]([CH:15]=1)[C:11]([NH:13][CH3:14])=[O:12].